This data is from Catalyst prediction with 721,799 reactions and 888 catalyst types from USPTO. The task is: Predict which catalyst facilitates the given reaction. (1) Reactant: [NH2:1][C:2]1[CH:3]=[C:4]([C:8]2[C:17]3[C:12](=[C:13]([C:18]4[CH:23]=[CH:22][CH:21]=[CH:20][CH:19]=4)[CH:14]=[CH:15][CH:16]=3)[C:11]([NH:24][CH2:25][C:26]3[CH:31]=[CH:30][CH:29]=[CH:28][N:27]=3)=[N:10][C:9]=2[Cl:32])[CH:5]=[CH:6][CH:7]=1.N1[CH:38]=[CH:37]C=CC=1.C([CH:41]([C:45](Cl)=[O:46])[C:42](Cl)=[O:43])C.[OH2:48]. Product: [Cl:32][C:9]1[N:10]=[C:11]([NH:24][CH2:25][C:26]2[CH:31]=[CH:30][CH:29]=[CH:28][N:27]=2)[C:12]2[C:17]([C:8]=1[C:4]1[CH:3]=[C:2]([NH:1][C:45](=[O:46])[CH2:41][C:42]([O:43][CH2:37][CH3:38])=[O:48])[CH:7]=[CH:6][CH:5]=1)=[CH:16][CH:15]=[CH:14][C:13]=2[C:18]1[CH:23]=[CH:22][CH:21]=[CH:20][CH:19]=1. The catalyst class is: 2. (2) Reactant: [NH2:1][C:2]1[CH:6]=[CH:5][S:4][C:3]=1[C:7]([NH2:9])=[O:8].[F:10][C:11]([F:22])([C:15]1[CH:20]=[CH:19][C:18]([F:21])=[CH:17][N:16]=1)[C:12]([O-])=O.[Na+].C[Si](OP(=O)=O)(C)C.CCOC(C)=O. Product: [F:22][C:11]([F:10])([C:15]1[CH:20]=[CH:19][C:18]([F:21])=[CH:17][N:16]=1)[C:12]1[N:9]=[C:7]([OH:8])[C:3]2[S:4][CH:5]=[CH:6][C:2]=2[N:1]=1. The catalyst class is: 6.